The task is: Regression. Given a peptide amino acid sequence and an MHC pseudo amino acid sequence, predict their binding affinity value. This is MHC class I binding data.. This data is from Peptide-MHC class I binding affinity with 185,985 pairs from IEDB/IMGT. (1) The peptide sequence is PRAHKYQVPSL. The MHC is HLA-B27:05 with pseudo-sequence HLA-B27:05. The binding affinity (normalized) is 0.171. (2) The peptide sequence is MPDCGMSVL. The MHC is HLA-B35:01 with pseudo-sequence HLA-B35:01. The binding affinity (normalized) is 0.858. (3) The peptide sequence is YGSWFGLIY. The MHC is HLA-B35:01 with pseudo-sequence HLA-B35:01. The binding affinity (normalized) is 0.834. (4) The peptide sequence is LANPTADDF. The MHC is HLA-A02:16 with pseudo-sequence HLA-A02:16. The binding affinity (normalized) is 0.0847. (5) The peptide sequence is IATATWFQY. The MHC is HLA-B58:01 with pseudo-sequence HLA-B58:01. The binding affinity (normalized) is 0.630. (6) The peptide sequence is ASYKIFRIEK. The MHC is HLA-A11:01 with pseudo-sequence HLA-A11:01. The binding affinity (normalized) is 1.00.